From a dataset of NCI-60 drug combinations with 297,098 pairs across 59 cell lines. Regression. Given two drug SMILES strings and cell line genomic features, predict the synergy score measuring deviation from expected non-interaction effect. (1) Drug 1: CCCS(=O)(=O)NC1=C(C(=C(C=C1)F)C(=O)C2=CNC3=C2C=C(C=N3)C4=CC=C(C=C4)Cl)F. Drug 2: CN(CCCl)CCCl.Cl. Cell line: HS 578T. Synergy scores: CSS=-4.88, Synergy_ZIP=5.89, Synergy_Bliss=10.1, Synergy_Loewe=0.426, Synergy_HSA=1.35. (2) Drug 1: C1CC(=O)NC(=O)C1N2CC3=C(C2=O)C=CC=C3N. Drug 2: COC1=C2C(=CC3=C1OC=C3)C=CC(=O)O2. Cell line: RXF 393. Synergy scores: CSS=4.86, Synergy_ZIP=0.284, Synergy_Bliss=4.63, Synergy_Loewe=1.93, Synergy_HSA=2.03. (3) Drug 1: C1=CC(=CC=C1CCC2=CNC3=C2C(=O)NC(=N3)N)C(=O)NC(CCC(=O)O)C(=O)O. Drug 2: C1C(C(OC1N2C=NC(=NC2=O)N)CO)O. Cell line: BT-549. Synergy scores: CSS=22.9, Synergy_ZIP=-2.84, Synergy_Bliss=1.28, Synergy_Loewe=6.26, Synergy_HSA=6.96. (4) Drug 1: CCCCC(=O)OCC(=O)C1(CC(C2=C(C1)C(=C3C(=C2O)C(=O)C4=C(C3=O)C=CC=C4OC)O)OC5CC(C(C(O5)C)O)NC(=O)C(F)(F)F)O. Drug 2: CS(=O)(=O)OCCCCOS(=O)(=O)C. Cell line: SN12C. Synergy scores: CSS=36.6, Synergy_ZIP=-5.31, Synergy_Bliss=-5.15, Synergy_Loewe=-3.74, Synergy_HSA=-3.44. (5) Drug 1: CC1=C2C(C(=O)C3(C(CC4C(C3C(C(C2(C)C)(CC1OC(=O)C(C(C5=CC=CC=C5)NC(=O)C6=CC=CC=C6)O)O)OC(=O)C7=CC=CC=C7)(CO4)OC(=O)C)O)C)OC(=O)C. Drug 2: C(CCl)NC(=O)N(CCCl)N=O. Cell line: UO-31. Synergy scores: CSS=5.87, Synergy_ZIP=-1.70, Synergy_Bliss=-0.00458, Synergy_Loewe=-8.14, Synergy_HSA=-2.21.